Dataset: Reaction yield outcomes from USPTO patents with 853,638 reactions. Task: Predict the reaction yield, written as a fraction of the theoretical maximum amount of product (1.0 means a 100% yield; for example, 0.34 means a 34% yield). (1) The reactants are [C:1]([O:4][CH2:5][C:6]1[C:11]([N:12]2[CH2:23][CH2:22][N:21]3[C:14](=[CH:15][C:16]4[CH2:17][C:18]([CH3:25])([CH3:24])[CH2:19][C:20]=43)[C:13]2=[O:26])=[CH:10][C:9]([F:27])=[CH:8][C:7]=1Br)(=[O:3])[CH3:2].[CH3:29][C:30]1([CH3:46])[C:34]([CH3:36])([CH3:35])[O:33][B:32]([B:32]2[O:33][C:34]([CH3:36])([CH3:35])[C:30]([CH3:46])([CH3:29])[O:31]2)[O:31]1.C([O-])(=O)C.[K+].C(Cl)Cl. The catalyst is C1(P([C-]2C=CC=C2)C2C=CC=CC=2)C=CC=CC=1.[C-]1(P(C2C=CC=CC=2)C2C=CC=CC=2)C=CC=C1.[Fe+2].O1CCOCC1. The product is [C:1]([O:4][CH2:5][C:6]1[C:11]([N:12]2[CH2:23][CH2:22][N:21]3[C:14](=[CH:15][C:16]4[CH2:17][C:18]([CH3:25])([CH3:24])[CH2:19][C:20]=43)[C:13]2=[O:26])=[CH:10][C:9]([F:27])=[CH:8][C:7]=1[B:32]1[O:33][C:34]([CH3:36])([CH3:35])[C:30]([CH3:46])([CH3:29])[O:31]1)(=[O:3])[CH3:2]. The yield is 1.00. (2) The product is [NH:1]([C:115]([CH3:117])=[O:116])[C@H:2]([C:10]([NH:12][C@H:13]([C:18]([NH:20][C@H:21]([C:26]([NH:28][C@H:29]([C:34]([NH:36][C@H:37]([C:45]([NH:47][C@H:48]([C:53]([NH:55][C@H:56]([C:58]([NH:60][C@H:61]([C:66]([NH:68][C@H:69]([C:77]([NH:79][C@H:80]([C:85]([NH:87][C@H:88]([C:93]([NH:95][C@H:96]([C:101]([NH:103][C@H:104]([C:112]([NH2:114])=[O:113])[CH2:105][CH2:106][CH2:107][NH:108][C:109](=[NH:110])[NH2:111])=[O:102])[CH2:97][CH:98]([CH3:99])[CH3:100])=[O:94])[CH2:89][C:90](=[O:91])[OH:92])=[O:86])[CH2:81][CH:82]([CH3:83])[CH3:84])=[O:78])[CH2:70][CH2:71][CH2:72][NH:73][C:74](=[NH:75])[NH2:76])=[O:67])[CH2:62][CH:63]([CH3:65])[CH3:64])=[O:59])[CH3:57])=[O:54])[CH2:49][CH:50]([CH3:52])[CH3:51])=[O:46])[CH2:38][CH2:39][CH2:40][NH:41][C:42](=[NH:43])[NH2:44])=[O:35])[CH2:30][CH:31]([CH3:33])[CH3:32])=[O:27])[CH2:22][C:23](=[O:24])[OH:25])=[O:19])[CH2:14][CH:15]([CH3:16])[CH3:17])=[O:11])[CH2:3][CH2:4][CH2:5][NH:6][C:7](=[NH:8])[NH2:9].[ClH:146].[ClH:146].[ClH:146].[ClH:146]. The reactants are [NH:1]([C:115]([CH3:117])=[O:116])[C@H:2]([C:10]([NH:12][C@H:13]([C:18]([NH:20][C@H:21]([C:26]([NH:28][C@H:29]([C:34]([NH:36][C@H:37]([C:45]([NH:47][C@H:48]([C:53]([NH:55][C@H:56]([C:58]([NH:60][C@H:61]([C:66]([NH:68][C@H:69]([C:77]([NH:79][C@H:80]([C:85]([NH:87][C@H:88]([C:93]([NH:95][C@H:96]([C:101]([NH:103][C@H:104]([C:112]([NH2:114])=[O:113])[CH2:105][CH2:106][CH2:107][NH:108][C:109](=[NH:111])[NH2:110])=[O:102])[CH2:97][CH:98]([CH3:100])[CH3:99])=[O:94])[CH2:89][C:90](=[O:92])[OH:91])=[O:86])[CH2:81][CH:82]([CH3:84])[CH3:83])=[O:78])[CH2:70][CH2:71][CH2:72][NH:73][C:74](=[NH:76])[NH2:75])=[O:67])[CH2:62][CH:63]([CH3:65])[CH3:64])=[O:59])[CH3:57])=[O:54])[CH2:49][CH:50]([CH3:52])[CH3:51])=[O:46])[CH2:38][CH2:39][CH2:40][NH:41][C:42](=[NH:44])[NH2:43])=[O:35])[CH2:30][CH:31]([CH3:33])[CH3:32])=[O:27])[CH2:22][C:23](=[O:25])[OH:24])=[O:19])[CH2:14][CH:15]([CH3:17])[CH3:16])=[O:11])[CH2:3][CH2:4][CH2:5][NH:6][C:7](=[NH:9])[NH2:8].FC(C(O)=O)(F)F.FC(C(O)=O)(F)F.FC(C(O)=O)(F)F.FC(C(O)=O)(F)F.[ClH:146].C1COCC1. The catalyst is CC(OC)(C)C. The yield is 0.460. (3) The reactants are [O:1]=[C:2]1[NH:7][N:6]=[C:5]([N:8]2[CH2:13][CH2:12][CH:11]([C:14]([OH:16])=O)[CH2:10][CH2:9]2)[CH:4]=[CH:3]1.[C:17]([O:21][C:22]([N:24]1[CH2:29][CH2:28][NH:27][CH2:26][CH2:25]1)=[O:23])([CH3:20])([CH3:19])[CH3:18]. The catalyst is CN(C)C=O. The product is [C:17]([O:21][C:22]([N:24]1[CH2:29][CH2:28][N:27]([C:14]([CH:11]2[CH2:10][CH2:9][N:8]([C:5]3[CH:4]=[CH:3][C:2](=[O:1])[NH:7][N:6]=3)[CH2:13][CH2:12]2)=[O:16])[CH2:26][CH2:25]1)=[O:23])([CH3:20])([CH3:18])[CH3:19]. The yield is 0.580. (4) The reactants are [Cl:1][C:2]1[CH:7]=[CH:6][C:5]([C:8]#[C:9][C:10]2[CH:15]=[CH:14][C:13]([Cl:16])=[C:12]([N+:17]([O-:19])=[O:18])[CH:11]=2)=[CH:4][C:3]=1[N+:20]([O-:22])=[O:21].[C:23]([C:27]1[CH:32]=[CH:31][C:30](B(O)O)=[CH:29][CH:28]=1)([CH3:26])([CH3:25])[CH3:24]. The catalyst is C1(C)C=CC=CC=1.O.C(OCC)(=O)C.C/C(/O)=C/C(C)=O.[C-]#[O+].[C-]#[O+].[Rh]. The product is [C:23]([C:27]1[CH:32]=[CH:31][C:30]([C:9]([C:10]2[CH:15]=[CH:14][C:13]([Cl:16])=[C:12]([N+:17]([O-:19])=[O:18])[CH:11]=2)=[CH:8][C:5]2[CH:6]=[CH:7][C:2]([Cl:1])=[C:3]([N+:20]([O-:22])=[O:21])[CH:4]=2)=[CH:29][CH:28]=1)([CH3:26])([CH3:25])[CH3:24]. The yield is 0.430. (5) The reactants are [I:1]I.Br[C:4]1[S:8][C:7]([NH:9][C:10](=[O:17])[C:11]2[CH:16]=[CH:15][CH:14]=[CH:13][CH:12]=2)=[N:6][C:5]=1[C:18]1[O:19][CH:20]=[CH:21][CH:22]=1. No catalyst specified. The product is [O:19]1[CH:20]=[CH:21][CH:22]=[C:18]1[C:5]1[N:6]=[C:7]([NH:9][C:10](=[O:17])[C:11]2[CH:16]=[CH:15][CH:14]=[CH:13][CH:12]=2)[S:8][C:4]=1[I:1]. The yield is 0.560. (6) The reactants are [CH3:1][N:2]1[C:10]2[C:5](=[CH:6][CH:7]=[C:8]([C:11]([O:13]C)=[O:12])[CH:9]=2)[CH:4]=[CH:3]1.[OH-].[Na+]. The catalyst is O. The product is [CH3:1][N:2]1[C:10]2[C:5](=[CH:6][CH:7]=[C:8]([C:11]([OH:13])=[O:12])[CH:9]=2)[CH:4]=[CH:3]1. The yield is 0.990.